Task: Predict the reaction yield, written as a fraction of the theoretical maximum amount of product (1.0 means a 100% yield; for example, 0.34 means a 34% yield).. Dataset: Reaction yield outcomes from USPTO patents with 853,638 reactions (1) The reactants are [NH2:1][C:2]1[CH:10]=[CH:9][C:5]([C:6]([OH:8])=O)=[C:4]([C:11]([F:14])([F:13])[F:12])[CH:3]=1.C1C=CC2N(O)N=NC=2C=1.C(Cl)CCl.CCN(CC)CC.[CH2:36]([N:38]1[CH2:43][CH2:42][NH:41][CH2:40][CH2:39]1)[CH3:37]. The catalyst is C(Cl)Cl. The product is [NH2:1][C:2]1[CH:10]=[CH:9][C:5]([C:6]([N:41]2[CH2:42][CH2:43][N:38]([CH2:36][CH3:37])[CH2:39][CH2:40]2)=[O:8])=[C:4]([C:11]([F:14])([F:13])[F:12])[CH:3]=1. The yield is 0.890. (2) The reactants are [CH2:1]([C@H:8]1[O:12][C:11]([CH3:14])([CH3:13])[O:10][C@@H:9]1[CH2:15][C:16]1[CH:23]=[CH:22][C:19]([CH:20]=[O:21])=[CH:18][CH:17]=1)[CH2:2][CH2:3][CH2:4][CH2:5][CH2:6][CH3:7].[CH2:24]([Mg]Br)[CH3:25].[NH4+].[Cl-].CCOC(C)=O. The catalyst is C1COCC1. The product is [CH2:1]([C@H:8]1[O:12][C:11]([CH3:13])([CH3:14])[O:10][C@@H:9]1[CH2:15][C:16]1[CH:23]=[CH:22][C:19]([CH:20]([OH:21])[CH2:24][CH3:25])=[CH:18][CH:17]=1)[CH2:2][CH2:3][CH2:4][CH2:5][CH2:6][CH3:7]. The yield is 0.350. (3) The product is [Br:13][C:6]1[CH:5]=[C:4]2[C:9](=[CH:8][CH:7]=1)[N:1]([C:10](=[O:12])[CH3:11])[CH2:2][CH2:3]2. The reactants are [N:1]1([C:10](=[O:12])[CH3:11])[C:9]2[C:4](=[CH:5][CH:6]=[CH:7][CH:8]=2)[CH2:3][CH2:2]1.[Br:13]Br. The catalyst is C(O)(=O)C. The yield is 0.960. (4) The reactants are [CH3:1][O:2][C:3]([C:5]1[NH:15][C:8]2=[N:9][CH:10]=[C:11]([CH:13]=O)[CH:12]=[C:7]2[CH:6]=1)=[O:4].[N+:16]([C:19]1[CH:20]=[C:21]([CH:24]=[CH:25][CH:26]=1)[CH2:22][NH2:23])([O-:18])=[O:17].[BH3-]C#N.[Na+].C([O-])(O)=O.[Na+]. The catalyst is CO.CC(O)=O. The product is [CH3:1][O:2][C:3]([C:5]1[NH:15][C:8]2=[N:9][CH:10]=[C:11]([CH2:13][NH:23][CH2:22][C:21]3[CH:24]=[CH:25][CH:26]=[C:19]([N+:16]([O-:18])=[O:17])[CH:20]=3)[CH:12]=[C:7]2[CH:6]=1)=[O:4]. The yield is 0.330. (5) The reactants are Br[C:2]1[CH:14]=[C:13]2[C:5]([C:6]3[CH:7]=[C:8]([C:22]4[C:23]([CH3:28])=[N:24][O:25][C:26]=4[CH3:27])[CH:9]=[C:10]([C:19]([NH2:21])=[O:20])[C:11]=3[N:12]2[CH2:15][CH:16]2[CH2:18][CH2:17]2)=[CH:4][CH:3]=1.CC1(C)C(C)(C)OB([C:37]2[CH:42]=[CH:41][N:40]=[CH:39][CH:38]=2)O1.P([O-])([O-])([O-])=O.[K+].[K+].[K+]. The catalyst is CC(P(C(C)(C)C)[C]1[CH][CH][CH][CH]1)(C)C.CC(P(C(C)(C)C)[C]1[CH][CH][CH][CH]1)(C)C.Cl[Pd]Cl.[Fe].C1COCC1. The product is [CH:16]1([CH2:15][N:12]2[C:11]3[C:10]([C:19]([NH2:21])=[O:20])=[CH:9][C:8]([C:22]4[C:23]([CH3:28])=[N:24][O:25][C:26]=4[CH3:27])=[CH:7][C:6]=3[C:5]3[C:13]2=[CH:14][C:2]([C:37]2[CH:42]=[CH:41][N:40]=[CH:39][CH:38]=2)=[CH:3][CH:4]=3)[CH2:17][CH2:18]1. The yield is 0.0920.